From a dataset of Forward reaction prediction with 1.9M reactions from USPTO patents (1976-2016). Predict the product of the given reaction. (1) The product is: [CH2:5]([O:7][C:8](=[O:22])[C@@H:9]1[CH2:13][CH:12]([N:1]=[N+:2]=[N-:3])[CH2:11][N:10]1[C:19](=[O:21])[CH3:20])[CH3:6]. Given the reactants [N-:1]=[N+:2]=[N-:3].[Na+].[CH2:5]([O:7][C:8](=[O:22])[C@@H:9]1[CH2:13][CH:12](OS(C)(=O)=O)[CH2:11][N:10]1[C:19](=[O:21])[CH3:20])[CH3:6], predict the reaction product. (2) Given the reactants [F:1][C:2]1[CH:7]=[CH:6][C:5](I)=[CH:4][CH:3]=1.[CH2:9]([O:11][C:12](=[O:17])[C:13](Br)([F:15])[F:14])[CH3:10].C(OCC)(=O)C, predict the reaction product. The product is: [CH2:9]([O:11][C:12](=[O:17])[C:13]([F:15])([F:14])[C:5]1[CH:6]=[CH:7][C:2]([F:1])=[CH:3][CH:4]=1)[CH3:10]. (3) Given the reactants [OH:1][C:2]1[CH:7]=[CH:6][C:5]([C@@H:8]([C:14]#[C:15][CH3:16])[CH2:9][C:10]([O:12][CH3:13])=[O:11])=[CH:4][CH:3]=1.C([O-])([O-])=O.[Cs+].[Cs+].[CH2:23](Br)[C:24]1[CH:29]=[CH:28][CH:27]=[CH:26][CH:25]=1.N1CCNCC1, predict the reaction product. The product is: [CH2:23]([O:1][C:2]1[CH:3]=[CH:4][C:5]([C@@H:8]([C:14]#[C:15][CH3:16])[CH2:9][C:10]([O:12][CH3:13])=[O:11])=[CH:6][CH:7]=1)[C:24]1[CH:29]=[CH:28][CH:27]=[CH:26][CH:25]=1. (4) Given the reactants [Br:1][C:2]1[CH:3]=[CH:4][C:5]([O:10][CH3:11])=[C:6]([CH:9]=1)[CH2:7][OH:8].N1C=CN=C1.[Si:17](Cl)([C:20]([CH3:23])([CH3:22])[CH3:21])([CH3:19])[CH3:18].O, predict the reaction product. The product is: [Br:1][C:2]1[CH:3]=[CH:4][C:5]([O:10][CH3:11])=[C:6]([CH:9]=1)[CH2:7][O:8][Si:17]([C:20]([CH3:23])([CH3:22])[CH3:21])([CH3:19])[CH3:18]. (5) Given the reactants [CH3:1][S:2]([CH:5]([C:7]1[CH:8]=[CH:9][C:10]([C:13]([F:16])([F:15])[F:14])=[N:11][CH:12]=1)[CH3:6])(=[NH:4])=[O:3].Cl[C:18]([O:20][CH3:21])=[O:19], predict the reaction product. The product is: [CH3:1][S:2](=[O:3])([CH:5]([C:7]1[CH:12]=[N:11][C:10]([C:13]([F:15])([F:16])[F:14])=[CH:9][CH:8]=1)[CH3:6])=[N:4][C:18](=[O:19])[O:20][CH3:21]. (6) Given the reactants [O:1]=[C:2]1[N:11]([C:12]2[CH:17]=[CH:16][C:15]([N:18]3[CH2:23][CH2:22][NH:21][CH2:20][CH2:19]3)=[CH:14][CH:13]=2)[CH:10]=[CH:9][C:8]2[N:7]=[C:6]([C:24]([OH:26])=[O:25])[CH:5]=[CH:4][C:3]1=2.CC1C=CC(S(O[CH2:38][CH2:39][CH2:40][C:41]2[C:49]3[C:44](=[CH:45][CH:46]=[C:47]([C:50]#[N:51])[CH:48]=3)[NH:43][CH:42]=2)(=O)=O)=CC=1.C(=O)([O-])[O-].[K+].[K+].[I-].[K+], predict the reaction product. The product is: [C:50]([C:47]1[CH:48]=[C:49]2[C:44](=[CH:45][CH:46]=1)[NH:43][CH:42]=[C:41]2[CH2:40][CH2:39][CH2:38][N:21]1[CH2:20][CH2:19][N:18]([C:15]2[CH:14]=[CH:13][C:12]([N:11]3[CH:10]=[CH:9][C:8]4[N:7]=[C:6]([C:24]([OH:26])=[O:25])[CH:5]=[CH:4][C:3]=4[C:2]3=[O:1])=[CH:17][CH:16]=2)[CH2:23][CH2:22]1)#[N:51]. (7) Given the reactants [Cl:1][C:2]1[CH:15]=[CH:14][C:5]([O:6][C:7]2[C:8]([CH3:13])=[N:9][NH:10][C:11]=2[CH3:12])=[CH:4][CH:3]=1.Cl.Cl[CH2:18][CH2:19][NH2:20].[OH-].[Na+].CC#N, predict the reaction product. The product is: [Cl:1][C:2]1[CH:15]=[CH:14][C:5]([O:6][C:7]2[C:11]([CH3:12])=[N:10][N:9]([CH2:18][CH2:19][NH2:20])[C:8]=2[CH3:13])=[CH:4][CH:3]=1.